This data is from Forward reaction prediction with 1.9M reactions from USPTO patents (1976-2016). The task is: Predict the product of the given reaction. (1) Given the reactants [C:1]([O:5][C:6](=[O:14])[NH:7][CH:8]1[CH2:13][CH2:12][NH:11][CH2:10][CH2:9]1)([CH3:4])([CH3:3])[CH3:2].[CH3:15][O:16][C:17]1[CH:18]=[C:19]2[C:24](=[CH:25][CH:26]=1)[N:23]=[CH:22][C:21]([S:27][CH2:28][CH:29]=O)=[CH:20]2.C(O[BH-](OC(=O)C)OC(=O)C)(=O)C.[Na+], predict the reaction product. The product is: [C:1]([O:5][C:6](=[O:14])[NH:7][CH:8]1[CH2:13][CH2:12][N:11]([CH2:29][CH2:28][S:27][C:21]2[CH:22]=[N:23][C:24]3[C:19]([CH:20]=2)=[CH:18][C:17]([O:16][CH3:15])=[CH:26][CH:25]=3)[CH2:10][CH2:9]1)([CH3:4])([CH3:2])[CH3:3]. (2) Given the reactants [CH3:1][C:2]1[CH:7]=[CH:6][C:5]([C:8]2[N:12]([C:13]3[CH:18]=[CH:17][C:16]([NH2:19])=[CH:15][CH:14]=3)[N:11]=[C:10]([C:20]([F:23])([F:22])[F:21])[CH:9]=2)=[CH:4][CH:3]=1.C(N(CC)CC)C.[C:31](Cl)(=[O:34])[CH2:32][CH3:33].Cl, predict the reaction product. The product is: [CH3:1][C:2]1[CH:3]=[CH:4][C:5]([C:8]2[N:12]([C:13]3[CH:18]=[CH:17][C:16]([NH:19][C:31](=[O:34])[CH2:32][CH3:33])=[CH:15][CH:14]=3)[N:11]=[C:10]([C:20]([F:23])([F:21])[F:22])[CH:9]=2)=[CH:6][CH:7]=1. (3) Given the reactants [Cl:1][CH2:2][CH2:3][CH2:4][S:5]([O:8][CH2:9][C:10]([CH3:26])([CH3:25])[C@@H:11]([O:15][CH2:16][C:17]1[CH:22]=[CH:21][C:20](OC)=[CH:19][CH:18]=1)[C:12]([OH:14])=[O:13])(=[O:7])=[O:6].[CH:27]1([C:33]([O:35][CH:36](Cl)[CH3:37])=[O:34])[CH2:32][CH2:31][CH2:30][CH2:29][CH2:28]1, predict the reaction product. The product is: [Cl:1][CH2:2][CH2:3][CH2:4][S:5]([O:8][CH2:9][C:10]([CH3:25])([CH3:26])[C@@H:11]([O:15][CH2:16][C:17]1[CH:18]=[CH:19][CH:20]=[CH:21][CH:22]=1)[C:12]([O:14][CH2:37][CH2:36][O:35][C:33]([CH:27]1[CH2:32][CH2:31][CH2:30][CH2:29][CH2:28]1)=[O:34])=[O:13])(=[O:6])=[O:7]. (4) The product is: [Cl:26][CH2:25][CH2:24][CH2:23][N:6]1[CH:5]=[N:4][C:3]2[C:7]1=[N:8][C:9]([NH2:18])=[N:10][C:2]=2[Cl:1]. Given the reactants [Cl:1][C:2]1[N:10]=[CH:9][N:8]=[C:7]2[C:3]=1[NH:4][CH:5]=[N:6]2.C([O-])([O-])=O.[K+].[K+].C[N:18](C=O)C.Br[CH2:23][CH2:24][CH2:25][Cl:26], predict the reaction product. (5) Given the reactants CO[CH:3]1[N:7]([C:8]([O:10][CH3:11])=[O:9])[C@H:6]([C:12]([O:14][CH3:15])=[O:13])[CH2:5][CH2:4]1.C[Si]([C:20]#[C:21][CH3:22])(C)C.[Sn](Cl)(Cl)(Cl)Cl.[Cl-].[Al+3].[Cl-].[Cl-], predict the reaction product. The product is: [C:20]([C@@H:3]1[N:7]([C:8]([O:10][CH3:11])=[O:9])[C@H:6]([C:12]([O:14][CH3:15])=[O:13])[CH2:5][CH2:4]1)#[C:21][CH3:22].